From a dataset of Forward reaction prediction with 1.9M reactions from USPTO patents (1976-2016). Predict the product of the given reaction. Given the reactants [Cl:1][C:2]1[CH:3]=[C:4]([C:9](=[O:11])[CH3:10])[CH:5]=[C:6]([Cl:8])[CH:7]=1.[C:12](=O)([O:15]C)[O:13][CH3:14], predict the reaction product. The product is: [Cl:1][C:2]1[CH:3]=[C:4]([C:9](=[O:11])[CH2:10][C:12]([O:13][CH3:14])=[O:15])[CH:5]=[C:6]([Cl:8])[CH:7]=1.